From a dataset of Reaction yield outcomes from USPTO patents with 853,638 reactions. Predict the reaction yield, written as a fraction of the theoretical maximum amount of product (1.0 means a 100% yield; for example, 0.34 means a 34% yield). (1) The reactants are [CH2:1]([O:3][C:4](=[O:21])[CH2:5][CH2:6][C:7]([C:9]1[CH2:14][CH2:13][CH2:12][CH2:11][C:10]=1[N:15]1[CH2:20][CH2:19][O:18][CH2:17][CH2:16]1)=O)[CH3:2].Cl.NC(C(OCC)=O)C(OCC)=[O:26].C([O-])(=O)C.[Na+].C(O)(=O)C. The catalyst is C(OCC)(=O)C.O. The product is [CH2:19]([O:18][C:17]([C:16]1[NH:15][C:10]2[CH2:11][CH2:12][CH2:13][CH2:14][C:9]=2[C:7]=1[CH2:6][CH2:5][C:4]([O:3][CH2:1][CH3:2])=[O:21])=[O:26])[CH3:20]. The yield is 1.05. (2) The reactants are Br[C:2]1[CH:26]=[CH:25][C:5]2[C:6]3[N:10]([CH2:11][CH2:12][O:13][C:4]=2[CH:3]=1)[CH:9]=[C:8]([C:14]1[N:15]([CH:22]([CH3:24])[CH3:23])[N:16]=[C:17]([CH2:19][O:20][CH3:21])[N:18]=1)[N:7]=3.[CH3:27][C:28]([OH:45])([CH3:44])[CH2:29][N:30]1[CH:34]=[C:33](B2OC(C)(C)C(C)(C)O2)[CH:32]=[N:31]1.C(Cl)Cl.C(=O)([O-])[O-].[Cs+].[Cs+]. The catalyst is C1C=CC(P(C2C=CC=CC=2)[C-]2C=CC=C2)=CC=1.C1C=CC(P(C2C=CC=CC=2)[C-]2C=CC=C2)=CC=1.Cl[Pd]Cl.[Fe+2].O.COCCOC. The product is [CH:22]([N:15]1[C:14]([C:8]2[N:7]=[C:6]3[C:5]4[CH:25]=[CH:26][C:2]([C:33]5[CH:32]=[N:31][N:30]([CH2:29][C:28]([CH3:44])([OH:45])[CH3:27])[CH:34]=5)=[CH:3][C:4]=4[O:13][CH2:12][CH2:11][N:10]3[CH:9]=2)=[N:18][C:17]([CH2:19][O:20][CH3:21])=[N:16]1)([CH3:24])[CH3:23]. The yield is 0.350. (3) The reactants are [CH3:1]C(C)([O-])C.[K+].O=[C:8]1[CH2:12][N:11]([C:13]([O:15][C:16]([CH3:19])([CH3:18])[CH3:17])=[O:14])[C@H:10]([C:20]([O:22][CH3:23])=[O:21])[CH2:9]1.[Cl-].[NH4+]. The catalyst is [Br-].C[P+](C1C=CC=CC=1)(C1C=CC=CC=1)C1C=CC=CC=1.C(OCC)C. The product is [CH2:1]=[C:8]1[CH2:12][N:11]([C:13]([O:15][C:16]([CH3:19])([CH3:18])[CH3:17])=[O:14])[C@H:10]([C:20]([O:22][CH3:23])=[O:21])[CH2:9]1. The yield is 0.700. (4) The product is [Si:1]([CH:18]([OH:25])[C@H:19]1[O:23][C:22](=[O:24])[C@H:21]([Se:47][C:41]2[CH:46]=[CH:45][CH:44]=[CH:43][CH:42]=2)[CH2:20]1)([C:14]([CH3:17])([CH3:15])[CH3:16])([C:8]1[CH:13]=[CH:12][CH:11]=[CH:10][CH:9]=1)[C:2]1[CH:7]=[CH:6][CH:5]=[CH:4][CH:3]=1. The catalyst is C1COCC1.CCOCC. The reactants are [Si:1]([CH:18]([OH:25])[C@H:19]1[O:23][C:22](=[O:24])[CH2:21][CH2:20]1)([C:14]([CH3:17])([CH3:16])[CH3:15])([C:8]1[CH:13]=[CH:12][CH:11]=[CH:10][CH:9]=1)[C:2]1[CH:7]=[CH:6][CH:5]=[CH:4][CH:3]=1.C[Si]([N-][Si](C)(C)C)(C)C.[Li+].[Si](Cl)(C)(C)C.[C:41]1([Se:47]Br)[CH:46]=[CH:45][CH:44]=[CH:43][CH:42]=1. The yield is 0.590. (5) The reactants are [CH3:1][CH:2]1[C:6]([NH:8][C:9]2[C:18]3[C:13](=[C:14]([O:21][CH3:22])[C:15]([O:19][CH3:20])=[CH:16][CH:17]=3)[N:12]=[CH:11][N:10]=2)([CH3:7])[CH2:5][CH2:4][O:3]1.[H-].[Na+].[CH2:25]1COCC1. No catalyst specified. The product is [CH3:1][CH:2]1[C:6]([N:8]([CH3:25])[C:9]2[C:18]3[C:13](=[C:14]([O:21][CH3:22])[C:15]([O:19][CH3:20])=[CH:16][CH:17]=3)[N:12]=[CH:11][N:10]=2)([CH3:7])[CH2:5][CH2:4][O:3]1. The yield is 0.690. (6) The reactants are [Br:1][C:2]1[CH:3]=[C:4]([C:9]2[O:13][N:12]=[CH:11][C:10]=2[CH2:14][CH2:15][C:16](OC)=[O:17])[CH:5]=[CH:6][C:7]=1[Cl:8].[H-].C([Al+]CC(C)C)C(C)C.Cl. The product is [Br:1][C:2]1[CH:3]=[C:4]([C:9]2[O:13][N:12]=[CH:11][C:10]=2[CH2:14][CH2:15][CH2:16][OH:17])[CH:5]=[CH:6][C:7]=1[Cl:8]. The yield is 0.920. The catalyst is O1CCCC1.